From a dataset of Peptide-MHC class I binding affinity with 185,985 pairs from IEDB/IMGT. Regression. Given a peptide amino acid sequence and an MHC pseudo amino acid sequence, predict their binding affinity value. This is MHC class I binding data. The peptide sequence is KTRMEDYYL. The MHC is HLA-A80:01 with pseudo-sequence HLA-A80:01. The binding affinity (normalized) is 0.0847.